This data is from Reaction yield outcomes from USPTO patents with 853,638 reactions. The task is: Predict the reaction yield, written as a fraction of the theoretical maximum amount of product (1.0 means a 100% yield; for example, 0.34 means a 34% yield). (1) The reactants are [N:1]1([C:7](Cl)=[O:8])[CH2:6][CH2:5][O:4][CH2:3][CH2:2]1.[CH3:10][CH:11]1[CH2:15][CH2:14][CH2:13][N:12]1[CH2:16][CH2:17][CH2:18][O:19][C:20]1[CH:25]=[CH:24][C:23]([C:26]2[S:27][C:28]3[CH2:34][CH2:33][NH:32][CH2:31][CH2:30][C:29]=3[N:35]=2)=[CH:22][CH:21]=1.C(N(CC)CC)C.C(=O)([O-])[O-].[K+].[K+]. The catalyst is ClCCl. The product is [CH3:10][CH:11]1[CH2:15][CH2:14][CH2:13][N:12]1[CH2:16][CH2:17][CH2:18][O:19][C:20]1[CH:21]=[CH:22][C:23]([C:26]2[S:27][C:28]3[CH2:34][CH2:33][N:32]([C:7]([N:1]4[CH2:6][CH2:5][O:4][CH2:3][CH2:2]4)=[O:8])[CH2:31][CH2:30][C:29]=3[N:35]=2)=[CH:24][CH:25]=1. The yield is 0.550. (2) The reactants are [C:9](O[C:9]([O:11][C:12]([CH3:15])([CH3:14])[CH3:13])=[O:10])([O:11][C:12]([CH3:15])([CH3:14])[CH3:13])=[O:10].[CH:16]1([NH2:19])[CH2:18][CH2:17]1. The catalyst is ClCCl. The product is [C:12]([O:11][C:9](=[O:10])[NH:19][CH:16]1[CH2:18][CH2:17]1)([CH3:13])([CH3:14])[CH3:15]. The yield is 0.950. (3) The reactants are [NH:1]1[C:5]2[CH:6]=[CH:7][C:8]([C:10]([OH:12])=O)=[CH:9][C:4]=2[N:3]=[CH:2]1.[F:13][C:14]1[C:27]2[CH2:26][CH2:25][C@H:24]3[C@H:19]([CH2:20][CH2:21][CH2:22][NH:23]3)[C:18]=2[CH:17]=[C:16]([F:28])[CH:15]=1. The catalyst is C(Cl)Cl.CO. The product is [NH:1]1[C:5]2[CH:6]=[CH:7][C:8]([C:10]([N:23]3[C@@H:24]4[C@@H:19]([C:18]5[CH:17]=[C:16]([F:28])[CH:15]=[C:14]([F:13])[C:27]=5[CH2:26][CH2:25]4)[CH2:20][CH2:21][CH2:22]3)=[O:12])=[CH:9][C:4]=2[N:3]=[CH:2]1. The yield is 0.720. (4) The reactants are [CH2:1]([Mg]Cl)[C:2]1[CH:7]=[CH:6][CH:5]=[CH:4][CH:3]=1.[O:10]=[C:11]1[CH2:16][CH2:15][N:14]([C:17]2[CH:24]=[CH:23][C:20]([C:21]#[N:22])=[CH:19][CH:18]=2)[CH2:13][CH2:12]1. The catalyst is C1COCC1. The product is [CH2:1]([C:11]1([OH:10])[CH2:12][CH2:13][N:14]([C:17]2[CH:24]=[CH:23][C:20]([C:21]#[N:22])=[CH:19][CH:18]=2)[CH2:15][CH2:16]1)[C:2]1[CH:7]=[CH:6][CH:5]=[CH:4][CH:3]=1. The yield is 0.200. (5) The reactants are [NH2:1][CH2:2][CH2:3][CH2:4][CH2:5][CH2:6][CH2:7][OH:8].[CH3:9][C:10]([O:13][C:14](O[C:14]([O:13][C:10]([CH3:12])([CH3:11])[CH3:9])=[O:15])=[O:15])([CH3:12])[CH3:11]. The catalyst is C(Cl)(Cl)Cl. The product is [C:14]([NH:1][CH2:2][CH2:3][CH2:4][CH2:5][CH2:6][CH2:7][OH:8])([O:13][C:10]([CH3:12])([CH3:11])[CH3:9])=[O:15]. The yield is 0.900. (6) The reactants are Br[C:2]1[C:3]([C:19]2[CH:24]=[CH:23][CH:22]=[CH:21][CH:20]=2)=[N:4][N:5]2[C:10]([NH:11][CH:12]3[CH2:16][CH2:15][CH2:14][CH2:13]3)=[N:9][C:8]([S:17][CH3:18])=[N:7][C:6]=12.C(=O)([O-])[O-].[Na+].[Na+].[F:31][C:32]1[CH:37]=[C:36](B(O)O)[CH:35]=[CH:34][N:33]=1.C(OCC)(=O)C. The catalyst is O.Cl[Pd](Cl)([P](C1C=CC=CC=1)(C1C=CC=CC=1)C1C=CC=CC=1)[P](C1C=CC=CC=1)(C1C=CC=CC=1)C1C=CC=CC=1. The product is [CH:12]1([NH:11][C:10]2[N:5]3[N:4]=[C:3]([C:19]4[CH:24]=[CH:23][CH:22]=[CH:21][CH:20]=4)[C:2]([C:36]4[CH:35]=[CH:34][N:33]=[C:32]([F:31])[CH:37]=4)=[C:6]3[N:7]=[C:8]([S:17][CH3:18])[N:9]=2)[CH2:16][CH2:15][CH2:14][CH2:13]1. The yield is 0.330.